From a dataset of Full USPTO retrosynthesis dataset with 1.9M reactions from patents (1976-2016). Predict the reactants needed to synthesize the given product. (1) Given the product [F:1][C:2]1[C:7]([O:8][C:9]([F:10])([F:11])[F:12])=[CH:6][CH:5]=[CH:4][C:3]=1[CH:13]1[CH2:14][CH2:15][NH:16][CH2:17][CH2:18]1, predict the reactants needed to synthesize it. The reactants are: [F:1][C:2]1[C:7]([O:8][C:9]([F:12])([F:11])[F:10])=[CH:6][CH:5]=[CH:4][C:3]=1[C:13]1[CH2:14][CH2:15][NH:16][CH2:17][CH:18]=1.Cl. (2) Given the product [CH3:1][C:2]([CH3:21])([CH3:20])[C@H:3]([NH:9][C:10](=[O:19])[O:11][CH2:12][C:13]1[CH:18]=[CH:17][CH:16]=[CH:15][CH:14]=1)[C:4]1[N:5]=[N:6][N:7]([CH3:22])[N:8]=1.[CH3:1][C:2]([CH3:21])([CH3:20])[C@H:3]([NH:9][C:10](=[O:19])[O:11][CH2:12][C:13]1[CH:18]=[CH:17][CH:16]=[CH:15][CH:14]=1)[C:4]1[N:8]([CH3:22])[N:7]=[N:6][N:5]=1, predict the reactants needed to synthesize it. The reactants are: [CH3:1][C:2]([CH3:21])([CH3:20])[C@H:3]([NH:9][C:10](=[O:19])[O:11][CH2:12][C:13]1[CH:18]=[CH:17][CH:16]=[CH:15][CH:14]=1)[C:4]1[N:5]=[N:6][NH:7][N:8]=1.[C:22](=O)([O-])[O-].[K+].[K+].CI. (3) The reactants are: [CH2:1]([C:3]1[CH:8]=[CH:7][CH:6]=[C:5]([CH2:9][CH3:10])[C:4]=1[C:11]1[CH:12]=[C:13]2[CH:19]=[CH:18][NH:17][C:14]2=[CH:15][N:16]=1)[CH3:2].[CH2:20]=O.C[NH:23][CH3:24].[C-]#N.[K+]. Given the product [CH2:1]([C:3]1[CH:8]=[CH:7][CH:6]=[C:5]([CH2:9][CH3:10])[C:4]=1[C:11]1[CH:12]=[C:13]2[C:19]([CH2:20][C:24]#[N:23])=[CH:18][NH:17][C:14]2=[CH:15][N:16]=1)[CH3:2], predict the reactants needed to synthesize it.